Dataset: Forward reaction prediction with 1.9M reactions from USPTO patents (1976-2016). Task: Predict the product of the given reaction. (1) The product is: [CH2:18]([O:20][C:21](=[S:22])[S:23][C:4]1[CH:5]=[C:6]([C:8]([F:11])([F:10])[F:9])[CH:7]=[C:2]([Br:1])[CH:3]=1)[CH3:19]. Given the reactants [Br:1][C:2]1[CH:3]=[C:4](N)[CH:5]=[C:6]([C:8]([F:11])([F:10])[F:9])[CH:7]=1.Cl.N([O-])=O.[Na+].[CH2:18]([O:20][C:21]([SH:23])=[S:22])[CH3:19].[K], predict the reaction product. (2) Given the reactants [CH:1]1([CH2:4][N:5]([C@@H:13]2[CH2:15][C@H:14]2[C:16]2[CH:21]=[CH:20][CH:19]=[C:18]([C:22](=[O:30])[NH:23][C:24]3[CH:25]=[N:26][N:27]([CH3:29])[CH:28]=3)[CH:17]=2)C(=O)OC(C)(C)C)[CH2:3][CH2:2]1.[ClH:31].C(OCC)(=O)C, predict the reaction product. The product is: [ClH:31].[ClH:31].[CH:1]1([CH2:4][NH:5][C@@H:13]2[CH2:15][C@H:14]2[C:16]2[CH:17]=[C:18]([CH:19]=[CH:20][CH:21]=2)[C:22]([NH:23][C:24]2[CH:25]=[N:26][N:27]([CH3:29])[CH:28]=2)=[O:30])[CH2:3][CH2:2]1. (3) The product is: [OH:2][C:3]1[CH:4]=[CH:5][C:6]([S:9][C:10]2[C:15]3[CH:16]=[C:17]([C:19]([O:21][CH3:22])=[O:20])[S:18][C:14]=3[CH:13]=[CH:12][CH:11]=2)=[CH:7][CH:8]=1. Given the reactants C[O:2][C:3]1[CH:8]=[CH:7][C:6]([S:9][C:10]2[C:15]3[CH:16]=[C:17]([C:19]([O:21][CH3:22])=[O:20])[S:18][C:14]=3[CH:13]=[CH:12][CH:11]=2)=[CH:5][CH:4]=1.B(Br)(Br)Br, predict the reaction product. (4) Given the reactants [C:1]([CH:5]1[CH2:14][CH2:13][C:12]2[N:11]=[C:10]3[S:15][C:16]([C:18]([NH2:20])=[NH:19])=[CH:17][C:9]3=[CH:8][C:7]=2[CH2:6]1)([CH3:4])([CH3:3])[CH3:2].Cl[CH2:22][CH:23]=O.C(Cl)Cl, predict the reaction product. The product is: [C:1]([CH:5]1[CH2:14][CH2:13][C:12]2[N:11]=[C:10]3[S:15][C:16]([C:18]4[NH:20][CH:22]=[CH:23][N:19]=4)=[CH:17][C:9]3=[CH:8][C:7]=2[CH2:6]1)([CH3:4])([CH3:2])[CH3:3]. (5) Given the reactants [C:1]([C:3]1[C:4]([O:13][CH:14]([CH2:26][CH3:27])[CH2:15][CH2:16][N:17](C)[C:18](=O)OC(C)(C)C)=[N:5][C:6]([C:9]([F:12])([F:11])[F:10])=[CH:7][CH:8]=1)#[N:2].[ClH:28], predict the reaction product. The product is: [ClH:28].[CH2:26]([CH:14]([O:13][C:4]1[C:3]([C:1]#[N:2])=[CH:8][CH:7]=[C:6]([C:9]([F:12])([F:10])[F:11])[N:5]=1)[CH2:15][CH2:16][NH:17][CH3:18])[CH3:27]. (6) Given the reactants Br[C:2]1[C:3]([NH:17][CH2:18][CH2:19][CH2:20][N:21]([CH3:23])[CH3:22])=[N:4][C:5]([NH:8][C:9]2[CH:14]=[CH:13][C:12]([F:15])=[C:11]([Cl:16])[CH:10]=2)=[N:6][CH:7]=1.[CH3:24][O:25][C:26]1[N:31]=[CH:30][C:29](B(O)O)=[CH:28][N:27]=1.C1(P(C2CCCCC2)C2C=CC=CC=2C2C(C(C)C)=CC(C(C)C)=CC=2C(C)C)CCCCC1.C(=O)([O-])[O-].[Na+].[Na+], predict the reaction product. The product is: [Cl:16][C:11]1[CH:10]=[C:9]([NH:8][C:5]2[N:4]=[C:3]([NH:17][CH2:18][CH2:19][CH2:20][N:21]([CH3:23])[CH3:22])[C:2]([C:29]3[CH:28]=[N:27][C:26]([O:25][CH3:24])=[N:31][CH:30]=3)=[CH:7][N:6]=2)[CH:14]=[CH:13][C:12]=1[F:15]. (7) Given the reactants [Cl:1]N1C(=O)CCC1=O.[CH3:9][O:10][C:11]([C:13]1[N:14]=[C:15]2[C:20]([C:21]([F:24])([F:23])[F:22])=[CH:19][C:18]([C:25]3[CH:26]=[N:27][N:28]([C:30]([O:32][C:33]([CH3:36])([CH3:35])[CH3:34])=[O:31])[CH:29]=3)=[CH:17][N:16]2[CH:37]=1)=[O:12], predict the reaction product. The product is: [CH3:9][O:10][C:11]([C:13]1[N:14]=[C:15]2[C:20]([C:21]([F:22])([F:23])[F:24])=[CH:19][C:18]([C:25]3[CH:26]=[N:27][N:28]([C:30]([O:32][C:33]([CH3:34])([CH3:36])[CH3:35])=[O:31])[CH:29]=3)=[CH:17][N:16]2[C:37]=1[Cl:1])=[O:12]. (8) Given the reactants [CH3:1][N:2]([CH2:17][CH2:18][CH2:19][NH:20][C:21]1[CH:26]=[CH:25][C:24]([N+:27]([O-:29])=[O:28])=[C:23]([CH3:30])[CH:22]=1)[CH2:3][CH2:4][CH2:5][NH:6][C:7]1[CH:12]=[CH:11][C:10]([N+:13]([O-:15])=[O:14])=[C:9]([CH3:16])[CH:8]=1.[C:31]1([CH3:44])[CH:36]=[CH:35][C:34]([S:37]([O:40]CC=C)(=[O:39])=[O:38])=[CH:33][CH:32]=1.[C:45]1(C)C=CC=C[CH:46]=1, predict the reaction product. The product is: [C:31]1([CH3:44])[CH:32]=[CH:33][C:34]([S:37]([O-:40])(=[O:38])=[O:39])=[CH:35][CH:36]=1.[CH2:1]([N+:2]([CH3:31])([CH2:3][CH2:4][CH2:5][NH:6][C:7]1[CH:12]=[CH:11][C:10]([N+:13]([O-:15])=[O:14])=[C:9]([CH3:16])[CH:8]=1)[CH2:17][CH2:18][CH2:19][NH:20][C:21]1[CH:26]=[CH:25][C:24]([N+:27]([O-:29])=[O:28])=[C:23]([CH3:30])[CH:22]=1)[CH:45]=[CH2:46]. (9) Given the reactants [C:1]1([C:7]2[N:12]=[CH:11][C:10]([C:13]([OH:15])=O)=[CH:9][N:8]=2)[CH:6]=[CH:5][CH:4]=[CH:3][CH:2]=1.CN(C)CCCN=C=NCC.ON1C2C=CC=CC=2N=N1.[NH2:37][N:38]1[CH:42]=[N:41][N:40]=[CH:39]1, predict the reaction product. The product is: [N:41]1[N:40]=[CH:39][N:38]([NH:37][C:13]([C:10]2[CH:11]=[N:12][C:7]([C:1]3[CH:2]=[CH:3][CH:4]=[CH:5][CH:6]=3)=[N:8][CH:9]=2)=[O:15])[CH:42]=1. (10) Given the reactants [OH-:1].[Na+].O.[Br:4][C:5]1[CH:10]=[CH:9][C:8]([C@:11]2([CH3:30])[C:14](=[O:15])[N:13]([C:16]([O:18][C:19]([CH3:22])([CH3:21])[CH3:20])=[O:17])[C@@H:12]2[C:23]2[CH:28]=[CH:27][C:26]([Cl:29])=[CH:25][CH:24]=2)=[CH:7][CH:6]=1, predict the reaction product. The product is: [Br:4][C:5]1[CH:10]=[CH:9][C:8]([C@@:11]([CH3:30])([C@H:12]([NH:13][C:16]([O:18][C:19]([CH3:21])([CH3:22])[CH3:20])=[O:17])[C:23]2[CH:28]=[CH:27][C:26]([Cl:29])=[CH:25][CH:24]=2)[C:14]([OH:15])=[O:1])=[CH:7][CH:6]=1.